This data is from Reaction yield outcomes from USPTO patents with 853,638 reactions. The task is: Predict the reaction yield, written as a fraction of the theoretical maximum amount of product (1.0 means a 100% yield; for example, 0.34 means a 34% yield). (1) The reactants are [Br:1][C:2]1[C:3](Cl)=[N:4][C:5]([Cl:8])=[N:6][CH:7]=1.[CH3:10][NH2:11]. The catalyst is CO.C(O)C. The product is [Br:1][C:2]1[C:3]([NH:11][CH3:10])=[N:4][C:5]([Cl:8])=[N:6][CH:7]=1. The yield is 0.390. (2) The yield is 0.480. The catalyst is CO. The product is [NH2:17][C:13]1[S:11][C:10](=[S:12])[C:5]2[CH2:4][O:3][C:2]([CH3:9])([CH3:1])[CH2:7][C:6]=2[C:14]=1[C:15]#[N:16]. The reactants are [CH3:1][C:2]1([CH3:9])[CH2:7][C:6](=O)[CH2:5][CH2:4][O:3]1.[C:10](=[S:12])=[S:11].[C:13](#[N:17])[CH2:14][C:15]#[N:16].C(N(CC)CC)C. (3) The reactants are [C:1]1(B(O)O)[CH:6]=[CH:5][CH:4]=[CH:3][CH:2]=1.[Cl:10][C:11]1[CH:12]=[C:13]([CH:16]=[C:17]([O:20][CH3:21])[C:18]=1[OH:19])[CH:14]=[O:15].N1C=CC=CC=1.C(N(CC)CC)C. The catalyst is C([O-])(=O)C.[Cu+2].C([O-])(=O)C.ClCCl. The product is [Cl:10][C:11]1[CH:12]=[C:13]([CH:16]=[C:17]([O:20][CH3:21])[C:18]=1[O:19][C:1]1[CH:6]=[CH:5][CH:4]=[CH:3][CH:2]=1)[CH:14]=[O:15]. The yield is 0.350. (4) The reactants are [C:1]([O:5][C:6](=[O:20])[NH:7][CH2:8][CH2:9][CH2:10][O:11][C:12]1[CH:17]=[C:16](Br)[CH:15]=[C:14](Br)[CH:13]=1)([CH3:4])([CH3:3])[CH3:2].[CH3:21][Si:22]([C:25]#[CH:26])([CH3:24])[CH3:23].C(N([CH2:32][CH3:33])CC)C.N#N.[Al]. The catalyst is C1COCC1.[Cu]I.C1C=CC([P]([Pd]([P](C2C=CC=CC=2)(C2C=CC=CC=2)C2C=CC=CC=2)([P](C2C=CC=CC=2)(C2C=CC=CC=2)C2C=CC=CC=2)[P](C2C=CC=CC=2)(C2C=CC=CC=2)C2C=CC=CC=2)(C2C=CC=CC=2)C2C=CC=CC=2)=CC=1. The product is [C:1]([O:5][C:6](=[O:20])[NH:7][CH2:8][CH2:9][CH2:10][O:11][C:12]1[CH:17]=[C:16]([C:26]#[C:25][Si:22]([CH3:24])([CH3:23])[CH3:21])[CH:15]=[C:14]([C:33]#[C:32][Si:22]([CH3:24])([CH3:23])[CH3:21])[CH:13]=1)([CH3:4])([CH3:3])[CH3:2]. The yield is 0.930. (5) The reactants are [OH-].[K+:2].C[O:4][C:5]([C:7]1[CH:8]=[C:9]([C:17]#[C:18]C(C)CO)[CH:10]=[C:11]([C:13]([O:15]C)=[O:14])[CH:12]=1)=[O:6]. The catalyst is C(O)CCC. The product is [C:17]([C:9]1[CH:10]=[C:11]([C:13]([O-:15])=[O:14])[CH:12]=[C:7]([CH:8]=1)[C:5]([O-:6])=[O:4])#[CH:18].[K+:2].[K+:2]. The yield is 0.970. (6) The reactants are [N+:1]([C:4]1[CH:13]=[CH:12][C:7]([O:8][CH2:9][CH2:10][OH:11])=[CH:6][CH:5]=1)([O-])=O.CO.[H][H]. The catalyst is [Pd].C(OCC)(=O)C. The product is [NH2:1][C:4]1[CH:5]=[CH:6][C:7]([O:8][CH2:9][CH2:10][OH:11])=[CH:12][CH:13]=1. The yield is 0.990. (7) The catalyst is CN(C=O)C. The yield is 0.570. The reactants are [N+:1]([C:4]1[CH:5]=[N:6][N:7]([CH:9]2[CH2:14][CH2:13][NH:12][CH2:11][CH2:10]2)[CH:8]=1)([O-:3])=[O:2].[H-].[Na+].Br[CH2:18][CH2:19][F:20]. The product is [F:20][CH2:19][CH2:18][N:12]1[CH2:13][CH2:14][CH:9]([N:7]2[CH:8]=[C:4]([N+:1]([O-:3])=[O:2])[CH:5]=[N:6]2)[CH2:10][CH2:11]1. (8) The reactants are [CH2:1]([NH:8][C:9]1[CH:14]=[CH:13][C:12]([S:15][C:16]2[CH:21]=[CH:20][C:19]([OH:22])=[CH:18][CH:17]=2)=[C:11]([N+:23]([O-])=O)[CH:10]=1)[C:2]1[CH:7]=[CH:6][CH:5]=[CH:4][CH:3]=1.[Cl-].[NH4+].O1CCCC1.O. The catalyst is CO.[Fe]. The product is [NH2:23][C:11]1[CH:10]=[C:9]([NH:8][CH2:1][C:2]2[CH:3]=[CH:4][CH:5]=[CH:6][CH:7]=2)[CH:14]=[CH:13][C:12]=1[S:15][C:16]1[CH:17]=[CH:18][C:19]([OH:22])=[CH:20][CH:21]=1. The yield is 0.660.